Dataset: HIV replication inhibition screening data with 41,000+ compounds from the AIDS Antiviral Screen. Task: Binary Classification. Given a drug SMILES string, predict its activity (active/inactive) in a high-throughput screening assay against a specified biological target. The compound is CCOC(=O)C1=C(O)C(=O)c2ccoc2C1=O. The result is 0 (inactive).